From a dataset of NCI-60 drug combinations with 297,098 pairs across 59 cell lines. Regression. Given two drug SMILES strings and cell line genomic features, predict the synergy score measuring deviation from expected non-interaction effect. (1) Drug 1: CC1=CC=C(C=C1)C2=CC(=NN2C3=CC=C(C=C3)S(=O)(=O)N)C(F)(F)F. Drug 2: CCC1(CC2CC(C3=C(CCN(C2)C1)C4=CC=CC=C4N3)(C5=C(C=C6C(=C5)C78CCN9C7C(C=CC9)(C(C(C8N6C)(C(=O)OC)O)OC(=O)C)CC)OC)C(=O)OC)O.OS(=O)(=O)O. Cell line: MCF7. Synergy scores: CSS=-2.28, Synergy_ZIP=5.56, Synergy_Bliss=-1.37, Synergy_Loewe=-2.79, Synergy_HSA=-2.57. (2) Drug 1: CC1C(C(CC(O1)OC2CC(CC3=C2C(=C4C(=C3O)C(=O)C5=C(C4=O)C(=CC=C5)OC)O)(C(=O)C)O)N)O.Cl. Drug 2: C1C(C(OC1N2C=C(C(=O)NC2=O)F)CO)O. Cell line: SW-620. Synergy scores: CSS=43.8, Synergy_ZIP=-8.35, Synergy_Bliss=-7.84, Synergy_Loewe=-4.57, Synergy_HSA=-3.15.